From a dataset of Forward reaction prediction with 1.9M reactions from USPTO patents (1976-2016). Predict the product of the given reaction. Given the reactants CS(O[N:6]=[C:7](Cl)[CH:8]([CH3:10])[CH3:9])(=O)=O.N1C=CC=CC=1.Cl.[CH3:19][S:20]([C:23]1[N:28]=[CH:27][C:26]([O:29][C@H:30]2[CH2:34][CH2:33][N:32]([CH:35]3[CH2:40][CH2:39][NH:38][CH2:37][CH2:36]3)[C:31]2=[O:41])=[CH:25][CH:24]=1)(=[O:22])=[O:21].FC1C=[C:45]([S:50]([N:53](C)C)(=O)=O)C=CC=1F, predict the reaction product. The product is: [CH:8]([C:7]1[N:6]=[C:45]([N:38]2[CH2:39][CH2:40][CH:35]([N:32]3[CH2:33][CH2:34][C@H:30]([O:29][C:26]4[CH:27]=[N:28][C:23]([S:20]([CH3:19])(=[O:21])=[O:22])=[CH:24][CH:25]=4)[C:31]3=[O:41])[CH2:36][CH2:37]2)[S:50][N:53]=1)([CH3:9])[CH3:10].